Dataset: CYP3A4 inhibition data for predicting drug metabolism from PubChem BioAssay. Task: Regression/Classification. Given a drug SMILES string, predict its absorption, distribution, metabolism, or excretion properties. Task type varies by dataset: regression for continuous measurements (e.g., permeability, clearance, half-life) or binary classification for categorical outcomes (e.g., BBB penetration, CYP inhibition). Dataset: cyp3a4_veith. (1) The compound is COc1cc2nc3c(c([Si](C)(C)C(C)(C)C)c2cc1OC)Cn1c-3cccc1=O. The result is 1 (inhibitor). (2) The drug is CN(CC[C@@H](Oc1ccc(-c2ccccc2)cc1)c1ccc(F)cc1)CC(=O)O. The result is 0 (non-inhibitor). (3) The compound is Cn1nc(C(F)(F)F)c(C(=O)Nc2ccc(F)cc2F)c1Sc1cccc(C(F)(F)F)c1. The result is 1 (inhibitor). (4) The drug is N#C/C(=C\c1ccc(O)c(O)c1)C(=O)NCc1ccccc1. The result is 1 (inhibitor). (5) The compound is CN(C)C(N)=NCCC[C@H](N)C(=O)O. The result is 0 (non-inhibitor). (6) The molecule is CCOC(=O)c1cnc2cc3c(cn2c1=O)CCCC3. The result is 0 (non-inhibitor).